From a dataset of Forward reaction prediction with 1.9M reactions from USPTO patents (1976-2016). Predict the product of the given reaction. (1) Given the reactants [CH3:1][O:2][C:3]1[CH:4]=[C:5]2[C:10](=[CH:11][C:12]=1[O:13][CH3:14])[N:9]=[CH:8][CH:7]=[C:6]2[O:15][C:16]1[CH:21]=[CH:20][C:19]([N:22]2[CH2:26][CH:25]([CH:27]([OH:34])[C:28]3[CH:33]=[CH:32][CH:31]=[CH:30][CH:29]=3)[CH2:24][C:23]2=[O:35])=[CH:18][C:17]=1[F:36].[H-].[Na+].[CH3:39]I, predict the reaction product. The product is: [CH3:1][O:2][C:3]1[CH:4]=[C:5]2[C:10](=[CH:11][C:12]=1[O:13][CH3:14])[N:9]=[CH:8][CH:7]=[C:6]2[O:15][C:16]1[CH:21]=[CH:20][C:19]([N:22]2[CH2:26][CH:25]([CH:27]([O:34][CH3:39])[C:28]3[CH:33]=[CH:32][CH:31]=[CH:30][CH:29]=3)[CH2:24][C:23]2=[O:35])=[CH:18][C:17]=1[F:36]. (2) Given the reactants [CH3:1][CH:2]1[CH2:11][CH:10]([OH:12])[C:9]2[C:4](=[CH:5][CH:6]=[CH:7][CH:8]=2)[NH:3]1.[CH2:13]([O:15][C:16]1[CH:24]=[CH:23][C:19]([C:20](Cl)=[O:21])=[CH:18][C:17]=1[O:25][CH3:26])[CH3:14].C(OC1C=CC(C(O)=O)=CC=1OC)C, predict the reaction product. The product is: [CH2:13]([O:15][C:16]1[CH:24]=[CH:23][C:19]([C:20]([N:3]2[C:4]3[C:9](=[CH:8][CH:7]=[CH:6][CH:5]=3)[CH:10]([OH:12])[CH2:11][CH:2]2[CH3:1])=[O:21])=[CH:18][C:17]=1[O:25][CH3:26])[CH3:14]. (3) Given the reactants [Cl:1][C:2]1[CH:3]=[C:4]([N+:9]([O-:11])=[O:10])[CH:5]=[CH:6][C:7]=1F.[S-2:12].[Na+].[Na+].I[CH2:16][CH2:17][CH2:18][CH3:19], predict the reaction product. The product is: [CH2:16]([S:12][C:7]1[CH:6]=[CH:5][C:4]([N+:9]([O-:11])=[O:10])=[CH:3][C:2]=1[Cl:1])[CH2:17][CH2:18][CH3:19]. (4) The product is: [C:9]1([C@@H:8]2[O:6][C@@H:2]([CH2:1][OH:7])[CH2:3][CH2:4][O:5]2)[CH:14]=[CH:13][CH:12]=[CH:11][CH:10]=1. Given the reactants [CH2:1]([OH:7])[C@@H:2]([OH:6])[CH2:3][CH2:4][OH:5].[CH:8](=O)[C:9]1[CH:14]=[CH:13][CH:12]=[CH:11][CH:10]=1.C(OC)(OC)OC.C(C(O)=O)(F)(F)F, predict the reaction product. (5) Given the reactants [F:1][C:2]([F:21])([CH2:14][CH2:15][CH2:16][CH2:17][CH2:18][CH2:19][CH3:20])[CH2:3][CH2:4][CH2:5][CH2:6][CH2:7][CH2:8][CH2:9][C:10](OC)=[O:11].[H-].C([Al+]CC(C)C)C(C)C.CO.[C@H](O)(C([O-])=O)[C@@H](O)C([O-])=O.[Na+].[K+], predict the reaction product. The product is: [F:1][C:2]([F:21])([CH2:14][CH2:15][CH2:16][CH2:17][CH2:18][CH2:19][CH3:20])[CH2:3][CH2:4][CH2:5][CH2:6][CH2:7][CH2:8][CH2:9][CH:10]=[O:11]. (6) Given the reactants [Li][CH2:2][CH2:3]CC.[CH3:6][S:7][C:8]1[CH:15]=[CH:14][C:11]([CH:12]=O)=[CH:10][CH:9]=1.[NH4+].[Cl-], predict the reaction product. The product is: [CH:12]([C:11]1[CH:14]=[CH:15][C:8]([S:7][CH3:6])=[CH:9][CH:10]=1)=[CH:2][CH3:3]. (7) Given the reactants [CH2:1]([N:3]([C:31](=O)[C:32]1[CH:37]=[CH:36][C:35]([OH:38])=[CH:34][CH:33]=1)[C:4]1[CH:9]=[C:8]([O:10][CH3:11])[C:7]([O:12][CH3:13])=[CH:6][C:5]=1[CH:14]1[CH2:23][CH2:22][C:21]2[CH:20]=[C:19]([O:24]C(=O)C(C)(C)C)[CH:18]=[CH:17][C:16]=2[CH2:15]1)[CH3:2].Cl[CH2:41][C:42]([N:44]1[CH2:48][CH2:47][CH2:46][CH2:45]1)=O, predict the reaction product. The product is: [CH2:1]([N:3]([CH2:31][C:32]1[CH:33]=[CH:34][C:35]([O:38][CH2:41][CH2:42][N:44]2[CH2:48][CH2:47][CH2:46][CH2:45]2)=[CH:36][CH:37]=1)[C:4]1[CH:9]=[C:8]([O:10][CH3:11])[C:7]([O:12][CH3:13])=[CH:6][C:5]=1[CH:14]1[CH2:23][CH2:22][C:21]2[CH:20]=[C:19]([OH:24])[CH:18]=[CH:17][C:16]=2[CH2:15]1)[CH3:2]. (8) Given the reactants [CH3:1][NH2:2].[CH2:3]([O:10][C:11]1[CH:12]=[C:13]2[C:18](=[CH:19][CH:20]=1)[N:17]=[CH:16][C:15]([N+:21]([O-:23])=[O:22])=[C:14]2Cl)[C:4]1[CH:9]=[CH:8][CH:7]=[CH:6][CH:5]=1, predict the reaction product. The product is: [CH2:3]([O:10][C:11]1[CH:12]=[C:13]2[C:18](=[CH:19][CH:20]=1)[N:17]=[CH:16][C:15]([N+:21]([O-:23])=[O:22])=[C:14]2[NH:2][CH3:1])[C:4]1[CH:9]=[CH:8][CH:7]=[CH:6][CH:5]=1. (9) Given the reactants Br[C:2]1[CH:3]=[N:4][CH:5]=[C:6]2[C:11]=1[N:10]=[C:9]([C:12]([NH2:14])=[O:13])[CH:8]=[CH:7]2.[Cl:15][C:16]1[CH:21]=[CH:20][CH:19]=[CH:18][C:17]=1B(O)O, predict the reaction product. The product is: [Cl:15][C:16]1[CH:21]=[CH:20][CH:19]=[CH:18][C:17]=1[C:2]1[CH:3]=[N:4][CH:5]=[C:6]2[C:11]=1[N:10]=[C:9]([C:12]([NH2:14])=[O:13])[CH:8]=[CH:7]2.